Dataset: Human Reference Interactome with 51,813 positive PPI pairs across 8,248 proteins, plus equal number of experimentally-validated negative pairs. Task: Binary Classification. Given two protein amino acid sequences, predict whether they physically interact or not. (1) Protein 1 (ENSG00000106009) has sequence MDPECAQLLPALCAVLVDPRQPVADDTCLEKLLDWFKTVTEGESSVVLLQEHPCLVELLSHVLKVQDLSSGVLSFSLRLAGTFAAQENCFQYLQQGELLPGLFGEPGPLGRATWAVPTVRSGWIQGLRSLAQHPSALRFLADHGAVDTIFSLQGDSSLFVASAASQLLVHVLALSMRGGAEGQPCLPGGDWPACAQKIMDHVEESLCSAATPKVTQALNVLTTTFGRCQSPWTEALWVRLSPRVACLLERDPIPAAHSFVDLLLCVARSPVFSSSDGSLWETVARALSCLGPTHMGPLAL.... Protein 2 (ENSG00000123609) has sequence MEADKDDTQQILKEHSPDEFIKDEQNKGLIDEITKKNIQLKKEIQKLETELQEATKEFQIKEDIPETKMKFLSVETPENDSQLSNISCSFQVSSKVPYEIQKGQALITFEKEEVAQNVVSMSKHHVQIKDVNLEVTAKPVPLNSGVRFQVYVEVSKMKINVTEIPDTLREDQMRDKLELSFSKSRNGGGEVDRVDYDRQSGSAVITFVEIGVADKILKKKEYPLYINQTCHRVTVSPYTEIHLKKYQIFSGTSKRTVLLTGMEGIQMDEEIVEDLINIHFQRAKNGGGEVDVVKCSLGQP.... Result: 1 (the proteins interact). (2) Protein 1 (ENSG00000162493) has sequence MLTPLGKFSTAKFAVRLPRVWEARAPSLSGAPAPTPPAPPPSRSSRLGLWPRCFLIFPQLRILLLGPQESNNSTGTMWKVSALLFVLGSASLWVLAEGASTGQPEDDTETTGLEGGVAMPGAEDDVVTPGTSEDRYKSGLTTLVATSVNSVTGIRIEDLPTSESTVHAQEQSPSATASNVATSHSTEKVDGDTQTTVEKDGLSTVTLVGIIVGVLLAIGFIGAIIVVVMRKMSGRYSP*MPGAEDDVVTPGTSEDRYKSGLTTLVATSVNSVTGIRIEDLPTSESTVHAQEQSPSATASN.... Protein 2 (ENSG00000110237) has sequence MADGAPRPQLYRSVSFKLLERWSGGPGLREEDTDTPGLRRRASCRPTTAARGQPSRRVSKLASGPLAAPAQPRPLRSLSPSVRQLSRRFDAPRLDDGSAGTRDGGVLPAAAEEAAEGPARGAWPSVTEMRKLFGGPGSRRPSADSESPGTPSPDGAAWEPPARESRQPPTPPPRTCFPLAGLRSARPLTGPETEGRLRRPQQQQERAQRPADGLHSWHIFSQPQAGARASCSSSSIAASYPVSRSRAASSSEEEEEGPPQLPGAQSPAYHGGHSSGSDDDRDGEGGHRWGGRPGLRPGSS.... Result: 0 (the proteins do not interact). (3) Protein 1 (ENSG00000197756) has sequence MAKRTKKVGIVGKYGTRYGASLRKMVKKIEISQHAKYTCSFCGKGEREAFTSLTIRPR*MVKKIEISQHAKYTCSFCGKTKMKRRAVGIWHCGSCMKTVAGGAWTYKDAKMEPNLHELC*MVKKIEISQHAKYTCSFCGKTKMKRRAVGIWHCGSCMKTVAGGAWTYNTTSAVTVKSAIRRLKELKDQ*MVKKIEISQHAKYTCSFCGKTKMKRRAVGIWHCGSCMKTVAGGAWTYKKMSAENGQQREPLMSFDHQEMPKWNQISMNSANGRRGKGR*MAKRTKKVGIVGKYGTRYGASL.... Protein 2 (ENSG00000164877) has sequence MAAIRALQQWCRQQCEGYRDVNICNMTTSFRDGLAFCAILHRHRPDLINFSALKKENIYENNKLAFRVAEEHLGIPALLDAEDMVALKVPDRLSILTYVSQYYNYFHGRSPIGGMAGVKRASEDSEEEPSGKKAPVQAAKLPSPAPARKPPLSPAQTNPVVQRRNEGAGGPPPKTDQALAGSLVSSTCGVCGKHVHLVQRHLADGRLYHRSCFRCKQCSCTLHSGAYKATGEPGTFVCTSHLPAAASASPKLTGLVPRQPGAMGVDSRTSCSPQKAQEANKARPSAWEPAAGNSPARASV.... Result: 0 (the proteins do not interact). (4) Protein 1 (ENSG00000109919) has sequence MADAASQVLLGSGLTILSQPLMYVKVLIQVGYEPLPPTIGRNIFGRQVCQLPGLFSYAQHIASIDGRRGLFTGLTPRLCSGVLGTVVHGKVLQHYQESDKGEELGPGNVQKEVSSSFDHVIKETTREMIARSAATLITHPFHVITLRSMVQFIGRESKYCGLCDSIITIYREEGILGFFAGLVPRLLGDILSLWLCNSLAYLVNTYALDSGVSTMNEMKSYSQAVTGFFASMLTYPFVLVSNLMAVNNCGLAGGCPPYSPIYTSWIDCWCMLQKEGNMSRGNSLFFRKVPFGKTYCCDLK.... Protein 2 (ENSG00000189129) has sequence MRPLLCALTGLALLRAAGSLAAAEPFSPPRGDSAQSTACDRHMAVQRRLDVMEEMASEPWSWSPAVGGGAPARQRPQNQPCPLDFLP*MRPLLCALTGLALLRAAGSLAAAEPFSPPRGDSAQSTACDRHMAVQRRLDVMEEMVEKTVDHLGTEVKGLLGLLEELAWNLPPGPFSPAPDLLGDGF*MAVQRRLDVMEEMVEKTVDHLGTEVKGLLGLLEELAWNLPPGPFSPAPDLLGDGF*. Result: 0 (the proteins do not interact). (5) Protein 1 (ENSG00000183778) has sequence MAFPKMRLMYICLLVLGALCLYFSMYSLNPFKEQSFVYKKDGNFLKLPDTDCRQTPPFLVLLVTSSHKQLAERMAIRQTWGKERMVKGKQLKTFFLLGTTSSAAETKEVDQESQRHGDIIQKDFLDVYYNLTLKTMMGIEWVHRFCPQAAFVMKTDSDMFINVDYLTELLLKKNRTTRFFTGFLKLNEFPIRQPFSKWFVSKSEYPWDRYPPFCSGTGYVFSGDVASQVYNVSKSVPYIKLEDVFVGLCLERLNIRLEELHSQPTFFPGGLRFSVCLFRRIVACHFIKPRTLLDYWQALE.... Protein 2 (ENSG00000119801) has sequence MGRIFLDHIGGTRLFSCANCDTILTNRSELISTRFTGATGRAFLFNKVVNLQYSEVQDRVMLTGRHMVRDVSCKNCNSKLGWIYEFATEDSQRYKEGRVILERALVRESEGFEEHVPSDNS*. Result: 0 (the proteins do not interact). (6) Protein 1 (ENSG00000169548) has sequence MGDIFLCKKVESPKKNLRESKQREEDDEDPDLIYVGVEHVHRDAEVLFVGMISNSKPVVSNILNRVTPGSNSRRKKGHFRQYPAHVSQPANHVTSMAKAIMPVSLSEGRSTDSPVTMKSSSEPGYKMSSPQVVSPSSSDSLPPGTQCLVGAMVSGGGRNESSPDSKRLSTSDINSRDSKRVKLRDGIPGVPSLAVVPSDMSSTISTNTPSQGICNSSNHVQNGVTFPWPDANGKAHFNLTDPERASESALAMTDISSLASQNKTFDPKKENPIVLLSDFYYGQHKGDGQPEQKTHTTFKC.... Protein 2 (ENSG00000104863) has sequence MAALVEPLGLERDVSRAVELLERLQRSGELPPQKLQALQRVLQSRFCSAIREVYEQLYDTLDITGSAEIRAHATAKATVAAFTASEGHAHPRVVELPKTDEGLGFNIMGGKEQNSPIYISRVIPGGVADRHGGLKRGDQLLSVNGVSVEGEQHEKAVELLKAAQGSVKLVVRYTPRVLEEMEARFEKMRSARRRQQHQSYSSLESRG*MAALVEPLGLERDVSRAVELLERLQRSGELPPQKLQALQRVLQSRFCSAIREVYEQLYDTLDITGSAEIRAHATAKSVEGEQHEKAVELLKA.... Result: 0 (the proteins do not interact). (7) Protein 1 (ENSG00000173801) has sequence MEVMNLMEQPIKVTEWQQTYTYDSGIHSGANTCVPSVSSKGIMEEDEACGRQYTLKKTTTYTQGVPPSQGDLEYQMSTTARAKRVREAMCPGVSGEDSSLLLATQVEGQATNLQRLAEPSQLLKSAIVHLINYQDDAELATRALPELTKLLNDEDPVVVTKAAMIVNQLSKKEASRRALMGSPQLVAAVVRTMQNTSDLDTARCTTSILHNLSHHREGLLAIFKSGGIPALVRMLSSPVESVLFYAITTLHNLLLYQEGAKMAVRLADGLQKMVPLLNKNNPKFLAITTDCLQLLAYGNQ.... Protein 2 (ENSG00000090924) has sequence XRVAREIVETERAYVRDLRSIVEDYLGPLLDGGVLGLSVEQVGTLFANIEDIYEFSSELLEDLENSSSAGGIAECFVQRSEDFDIYTLYCMNYPSSLALLRELSLSPPAALWLQERQAQLRHSLPLQSFLLKPVQRILKYHLLLQELGKHWAEGPGTGGREMVEEAIVSMTAVAWYINDMKRKQEHAARLQEVQRRLGGWTGPELSAFGELVLEGAFRGGGGGGPRLRGGERLLFLFSRMLLVAKRRGLEYTYKGHIFCCNLSVSESPRDPLGFKVSDLTIPKHRHLLQAKNQEEKRLWI.... Result: 0 (the proteins do not interact). (8) Protein 1 (ENSG00000123545) has sequence MGALVIRGIRNFNLENRAEREISKMKPSVAPRHPSTNSLLREQISLYPEVKGEIARKDEKLLSFLKDVYVDSKDPVSSLQVKAAETCQEPKEFRLPKDHHFDMINIKSIPKGKISIVEALTLLNNHKLFPETWTAEKIMQEYQLEQKDVNSLLKYFVTFEVEIFPPEDKKAIRSK*. Protein 2 (ENSG00000100804) has sequence MALASVLERPLPVNQRGFFGLGGRADLLDLGPGSLSDGLSLAAPGWGVPEEPGIEMLHGTTTLAFKVWSQPPCQAEY*MALASVLERPLPVNQRGFFGLGGRADLLDLGPGSLSDGLSLAAPGWGVPEEPGIEMLHGTTTLAFKFRHGVIVAADSRATAGAYIASQTVKKVIEINPYLLGTMAGGAADCSFWERLLARQCRIYELRNKERISVAAASKLLANMVYQYKGMGLSMGTMICGWDKRGPGLYYVDSEGNRISGATFSVGSGSVYAYGVMDRGYSYDLEVEQAYDLARRAIYQA.... Result: 0 (the proteins do not interact).